From a dataset of Full USPTO retrosynthesis dataset with 1.9M reactions from patents (1976-2016). Predict the reactants needed to synthesize the given product. Given the product [O:33]=[S:23]1(=[O:22])[C:27]2[CH:28]=[CH:29][CH:30]=[CH:31][C:26]=2[C:25]([S:32][CH:16]([CH2:15][C:12]2[CH:13]=[CH:14][C:9]([O:8][CH2:1][C:2]3[CH:7]=[CH:6][CH:5]=[CH:4][CH:3]=3)=[CH:10][CH:11]=2)[C:17]([O:19][CH3:20])=[O:18])=[N:24]1, predict the reactants needed to synthesize it. The reactants are: [CH2:1]([O:8][C:9]1[CH:14]=[CH:13][C:12]([CH2:15][CH:16](Cl)[C:17]([O:19][CH3:20])=[O:18])=[CH:11][CH:10]=1)[C:2]1[CH:7]=[CH:6][CH:5]=[CH:4][CH:3]=1.[O:22]=[S:23]1(=[O:33])[C:27]2[CH:28]=[CH:29][CH:30]=[CH:31][C:26]=2[C:25](=[S:32])[NH:24]1.[OH-].[Na+].